Task: Predict the reactants needed to synthesize the given product.. Dataset: Full USPTO retrosynthesis dataset with 1.9M reactions from patents (1976-2016) (1) The reactants are: [F:1][C:2]1[CH:7]=[CH:6][C:5]([N+:8]([O-])=O)=[CH:4][C:3]=1[N:11]1[C:15](=[O:16])[N:14]([CH2:17][CH2:18][F:19])[N:13]=[N:12]1. Given the product [NH2:8][C:5]1[CH:6]=[CH:7][C:2]([F:1])=[C:3]([N:11]2[C:15](=[O:16])[N:14]([CH2:17][CH2:18][F:19])[N:13]=[N:12]2)[CH:4]=1, predict the reactants needed to synthesize it. (2) Given the product [F:1][C:2]1[CH:3]=[C:4]([C:22]2[C:23]([C:28]#[N:29])=[CH:24][CH:25]=[CH:26][CH:27]=2)[CH:5]=[CH:6][C:7]=1[CH2:8][C:9]1[C:10](=[O:21])[N:11]([C:30]2[CH:35]=[CH:34][CH:33]=[CH:32][CH:31]=2)[C:12]2[N:13]([N:18]=[CH:19][N:20]=2)[C:14]=1[CH2:15][CH2:16][CH3:17], predict the reactants needed to synthesize it. The reactants are: [F:1][C:2]1[CH:3]=[C:4]([C:22]2[C:23]([C:28]#[N:29])=[CH:24][CH:25]=[CH:26][CH:27]=2)[CH:5]=[CH:6][C:7]=1[CH2:8][C:9]1[C:10](=[O:21])[NH:11][C:12]2[N:13]([N:18]=[CH:19][N:20]=2)[C:14]=1[CH2:15][CH2:16][CH3:17].[C:30]1(B(O)O)[CH:35]=[CH:34][CH:33]=[CH:32][CH:31]=1.C(N(CC)CC)C.N1C=CC=CC=1. (3) Given the product [ClH:23].[F:1][C:2]1[CH:3]=[N:4][CH:5]=[CH:6][C:7]=1[C:8]1[C:9](=[O:16])[NH:10][C:11](=[O:14])[NH:12][CH:13]=1, predict the reactants needed to synthesize it. The reactants are: [F:1][C:2]1[CH:3]=[N:4][CH:5]=[CH:6][C:7]=1[C:8]1[C:9]([O:16]C)=[N:10][C:11]([O:14]C)=[N:12][CH:13]=1.CC(O)C.C(Cl)[Cl:23].